From a dataset of Peptide-MHC class I binding affinity with 185,985 pairs from IEDB/IMGT. Regression. Given a peptide amino acid sequence and an MHC pseudo amino acid sequence, predict their binding affinity value. This is MHC class I binding data. The peptide sequence is ISFAISCFLL. The MHC is HLA-A02:03 with pseudo-sequence HLA-A02:03. The binding affinity (normalized) is 0.229.